Dataset: Reaction yield outcomes from USPTO patents with 853,638 reactions. Task: Predict the reaction yield, written as a fraction of the theoretical maximum amount of product (1.0 means a 100% yield; for example, 0.34 means a 34% yield). The catalyst is CCS. The reactants are C[O:2][C:3]([C:5]1([C:8]2[CH:9]=[CH:10][C:11]3[O:15][CH:14]=[N:13][C:12]=3[CH:16]=2)[CH2:7][CH2:6]1)=[O:4].[Al+3].[Cl-].[Cl-].[Cl-].O. The yield is 0.110. The product is [O:15]1[C:11]2[CH:10]=[CH:9][C:8]([C:5]3([C:3]([OH:4])=[O:2])[CH2:7][CH2:6]3)=[CH:16][C:12]=2[N:13]=[CH:14]1.